This data is from Full USPTO retrosynthesis dataset with 1.9M reactions from patents (1976-2016). The task is: Predict the reactants needed to synthesize the given product. (1) Given the product [OH:5][C:6]1[C:11]([N+:1]([O-:4])=[O:2])=[CH:10][CH:9]=[CH:8][C:7]=1[S:12]([N:15]([CH3:17])[CH3:16])(=[O:14])=[O:13], predict the reactants needed to synthesize it. The reactants are: [N+:1]([O-:4])(O)=[O:2].[OH:5][C:6]1[CH:11]=[CH:10][CH:9]=[CH:8][C:7]=1[S:12]([N:15]([CH3:17])[CH3:16])(=[O:14])=[O:13].O. (2) The reactants are: [CH3:1]NN.[Cl:4][C:5]1[CH:6]=[C:7]([C:12]2[C:17]([C:18]3[CH:19]=[CH:20][C:21]4[N:22]([C:24]([C:27]5[CH:31]=[CH:30][NH:29][N:28]=5)=[CH:25][N:26]=4)[CH:23]=3)=[CH:16][CH:15]=[CH:14][N:13]=2)[CH:8]=[CH:9][C:10]=1[F:11].FC1C=CC(C2C(C3C=C4C(=CC=3)N(C(N3C5C(=CC(C6C(C7C=CC(F)=C(C)C=7)=NC=CC=6)=CC=5)C=N3)=O)N=C4)=CC=CN=2)=CC=1C. Given the product [Cl:4][C:5]1[CH:6]=[C:7]([C:12]2[C:17]([C:18]3[CH:19]=[CH:20][C:21]4[N:22]([C:24]([C:27]5[CH:31]=[CH:30][N:29]([CH3:1])[N:28]=5)=[CH:25][N:26]=4)[CH:23]=3)=[CH:16][CH:15]=[CH:14][N:13]=2)[CH:8]=[CH:9][C:10]=1[F:11], predict the reactants needed to synthesize it. (3) The reactants are: Br[C:2]1[N:3]=[C:4]([NH:10][C:11]2[CH:16]=[CH:15][C:14]([F:17])=[C:13]([N+:18]([O-:20])=[O:19])[CH:12]=2)[C:5](=[O:9])[N:6]([CH3:8])[CH:7]=1.[C:21]([C:25]1[CH:49]=[CH:48][C:28]([C:29]([NH:31][C:32]2[CH:37]=[CH:36][CH:35]=[C:34](B3OC(C)(C)C(C)(C)O3)[C:33]=2[CH3:47])=[O:30])=[CH:27][CH:26]=1)([CH3:24])([CH3:23])[CH3:22].C(=O)([O-])[O-].[Na+].[Na+]. Given the product [C:21]([C:25]1[CH:49]=[CH:48][C:28]([C:29]([NH:31][C:32]2[CH:37]=[CH:36][CH:35]=[C:34]([C:2]3[N:3]=[C:4]([NH:10][C:11]4[CH:16]=[CH:15][C:14]([F:17])=[C:13]([N+:18]([O-:20])=[O:19])[CH:12]=4)[C:5](=[O:9])[N:6]([CH3:8])[CH:7]=3)[C:33]=2[CH3:47])=[O:30])=[CH:27][CH:26]=1)([CH3:24])([CH3:22])[CH3:23], predict the reactants needed to synthesize it. (4) Given the product [C:35]([NH:1][C:2]1[S:3][C:4]2[C:10]([N+:11]([O-:13])=[O:12])=[C:9]([O:14][C:15]3[CH:16]=[C:17]([NH:21][C:22](=[O:34])[C:23]4[CH:28]=[CH:27][CH:26]=[C:25]([C:29]([C:32]#[N:33])([CH3:30])[CH3:31])[CH:24]=4)[CH:18]=[CH:19][CH:20]=3)[CH:8]=[CH:7][C:5]=2[N:6]=1)(=[O:37])[CH3:36], predict the reactants needed to synthesize it. The reactants are: [NH2:1][C:2]1[S:3][C:4]2[C:10]([N+:11]([O-:13])=[O:12])=[C:9]([O:14][C:15]3[CH:16]=[C:17]([NH:21][C:22](=[O:34])[C:23]4[CH:28]=[CH:27][CH:26]=[C:25]([C:29]([C:32]#[N:33])([CH3:31])[CH3:30])[CH:24]=4)[CH:18]=[CH:19][CH:20]=3)[CH:8]=[CH:7][C:5]=2[N:6]=1.[C:35](Cl)(=[O:37])[CH3:36]. (5) Given the product [C:1]1([CH3:11])[CH:6]=[CH:5][C:4]([S:7]([OH:26])(=[O:9])=[O:8])=[CH:3][CH:2]=1, predict the reactants needed to synthesize it. The reactants are: [C:1]1([CH3:11])[CH:6]=[CH:5][C:4]([S:7](Cl)(=[O:9])=[O:8])=[CH:3][CH:2]=1.C(N(CC)CC)C.C(Cl)Cl.C(Cl)Cl.C[OH:26]. (6) Given the product [Cl:1][C:2]1[CH:3]=[C:4]([C@@H:8]2[CH2:12][O:11][C:10](=[O:13])[N:9]2[CH:14]2[CH2:19][CH2:18][N:17]([CH2:20][C:21]3[C:22]([CH3:36])=[N:23][C:24]([S:27][C:28]4[CH:29]=[CH:30][C:31]([OH:34])=[CH:32][CH:33]=4)=[CH:25][CH:26]=3)[CH2:16][CH2:15]2)[CH:5]=[CH:6][CH:7]=1, predict the reactants needed to synthesize it. The reactants are: [Cl:1][C:2]1[CH:3]=[C:4]([C@@H:8]2[CH2:12][O:11][C:10](=[O:13])[N:9]2[CH:14]2[CH2:19][CH2:18][N:17]([CH2:20][C:21]3[C:22]([CH3:36])=[N:23][C:24]([S:27][C:28]4[CH:33]=[CH:32][C:31]([O:34]C)=[CH:30][CH:29]=4)=[CH:25][CH:26]=3)[CH2:16][CH2:15]2)[CH:5]=[CH:6][CH:7]=1.B(Br)(Br)Br.CO. (7) Given the product [N:1]1[N:2]([C:6]2[CH:7]=[C:8]([NH:9][C:21]3[C:20]([C:35]([NH2:37])=[O:36])=[CH:19][N:18]=[C:17]([NH:16][CH2:15][C@@H:14]([NH2:13])[CH2:38][CH:39]([F:40])[F:41])[N:22]=3)[CH:10]=[CH:11][CH:12]=2)[N:3]=[CH:4][CH:5]=1, predict the reactants needed to synthesize it. The reactants are: [N:1]1[N:2]([C:6]2[CH:7]=[C:8]([CH:10]=[CH:11][CH:12]=2)[NH2:9])[N:3]=[CH:4][CH:5]=1.[NH2:13][C@@H:14]([CH2:38][CH:39]([F:41])[F:40])[CH2:15][NH:16][C:17]1[N:22]=[C:21](NC2C=CC=C3C=2C=CN3CC)[C:20]([C:35]([NH2:37])=[O:36])=[CH:19][N:18]=1. (8) Given the product [O:38]=[C:32]1[CH:31]([N:24]2[C:23](=[O:39])[C:22]3[C:26](=[CH:27][CH:28]=[CH:29][C:21]=3[CH2:20][NH:19][C:11]([C:3]3[N:2]=[CH:1][C:10]4[C:5]([CH:4]=3)=[CH:6][CH:7]=[CH:8][CH:9]=4)=[O:13])[C:25]2=[O:30])[CH2:36][CH2:35][C:34](=[O:37])[NH:33]1, predict the reactants needed to synthesize it. The reactants are: [CH:1]1[C:10]2[C:5](=[CH:6][CH:7]=[CH:8][CH:9]=2)[CH:4]=[C:3]([C:11]([OH:13])=O)[N:2]=1.S(Cl)(Cl)=O.Cl.[NH2:19][CH2:20][C:21]1[CH:29]=[CH:28][CH:27]=[C:26]2[C:22]=1[C:23](=[O:39])[N:24]([CH:31]1[CH2:36][CH2:35][C:34](=[O:37])[NH:33][C:32]1=[O:38])[C:25]2=[O:30].C(N(CC)CC)C. (9) Given the product [C:11]1([NH:17][C:18]([N:20]2[C:28]3[C:23](=[CH:24][C:25]([NH:29][C:6]4[C:5]([C:9]#[N:10])=[CH:4][N:3]=[C:2]([NH2:1])[CH:7]=4)=[CH:26][CH:27]=3)[CH:22]=[CH:21]2)=[O:19])[CH:12]=[CH:13][CH:14]=[CH:15][CH:16]=1, predict the reactants needed to synthesize it. The reactants are: [NH2:1][C:2]1[CH:7]=[C:6](Cl)[C:5]([C:9]#[N:10])=[CH:4][N:3]=1.[C:11]1([NH:17][C:18]([N:20]2[C:28]3[C:23](=[CH:24][C:25]([NH2:29])=[CH:26][CH:27]=3)[CH:22]=[CH:21]2)=[O:19])[CH:16]=[CH:15][CH:14]=[CH:13][CH:12]=1.Cl.N1C=CC=CC=1.C(OCC)C. (10) Given the product [CH:22]1([CH2:28][N:17]2[CH2:18][CH2:19][C:13]3[CH:12]=[C:11]([O:10][CH2:9][CH2:8][CH2:7][N:1]4[CH2:2][CH2:3][CH2:4][CH2:5][CH2:6]4)[CH:21]=[CH:20][C:14]=3[CH2:15][CH2:16]2)[CH2:27][CH2:26][CH2:25][CH2:24][CH2:23]1, predict the reactants needed to synthesize it. The reactants are: [N:1]1([CH2:7][CH2:8][CH2:9][O:10][C:11]2[CH:21]=[CH:20][C:14]3[CH2:15][CH2:16][NH:17][CH2:18][CH2:19][C:13]=3[CH:12]=2)[CH2:6][CH2:5][CH2:4][CH2:3][CH2:2]1.[CH:22]1([CH:28]=O)[CH2:27][CH2:26][CH2:25][CH2:24][CH2:23]1.